This data is from NCI-60 drug combinations with 297,098 pairs across 59 cell lines. The task is: Regression. Given two drug SMILES strings and cell line genomic features, predict the synergy score measuring deviation from expected non-interaction effect. (1) Drug 1: C1CCC(CC1)NC(=O)N(CCCl)N=O. Drug 2: C1CN(CCN1C(=O)CCBr)C(=O)CCBr. Cell line: COLO 205. Synergy scores: CSS=35.3, Synergy_ZIP=-3.08, Synergy_Bliss=5.50, Synergy_Loewe=-0.788, Synergy_HSA=3.99. (2) Drug 1: CC1=C(C=C(C=C1)NC2=NC=CC(=N2)N(C)C3=CC4=NN(C(=C4C=C3)C)C)S(=O)(=O)N.Cl. Drug 2: CNC(=O)C1=NC=CC(=C1)OC2=CC=C(C=C2)NC(=O)NC3=CC(=C(C=C3)Cl)C(F)(F)F. Cell line: MCF7. Synergy scores: CSS=26.6, Synergy_ZIP=-5.36, Synergy_Bliss=-1.06, Synergy_Loewe=-20.3, Synergy_HSA=-3.33.